From a dataset of Buchwald-Hartwig C-N cross coupling reaction yields with 55,370 reactions. Predict the reaction yield, written as a fraction of the theoretical maximum amount of product (1.0 means a 100% yield; for example, 0.34 means a 34% yield). (1) The reactants are FC(F)(F)c1ccc(Br)cc1.Cc1ccc(N)cc1.O=S(=O)(O[Pd]1c2ccccc2-c2ccccc2N~1)C(F)(F)F.COc1ccc(OC)c(P([C@]23C[C@H]4C[C@H](C[C@H](C4)C2)C3)[C@]23C[C@H]4C[C@H](C[C@H](C4)C2)C3)c1-c1c(C(C)C)cc(C(C)C)cc1C(C)C.CN1CCCN2CCCN=C12.c1ccc(-c2cnoc2)cc1. No catalyst specified. The product is Cc1ccc(Nc2ccc(C(F)(F)F)cc2)cc1. The yield is 0.332. (2) The reactants are FC(F)(F)c1ccc(I)cc1.Cc1ccc(N)cc1.O=S(=O)(O[Pd]1c2ccccc2-c2ccccc2N~1)C(F)(F)F.CC(C)c1cc(C(C)C)c(-c2ccccc2P(C2CCCCC2)C2CCCCC2)c(C(C)C)c1.CCN=P(N=P(N(C)C)(N(C)C)N(C)C)(N(C)C)N(C)C.Fc1cccc(F)c1-c1ccno1. No catalyst specified. The product is Cc1ccc(Nc2ccc(C(F)(F)F)cc2)cc1. The yield is 0.159. (3) The reactants are Ic1cccnc1.Cc1ccc(N)cc1.O=S(=O)(O[Pd]1c2ccccc2-c2ccccc2N~1)C(F)(F)F.COc1ccc(OC)c(P([C@]23C[C@H]4C[C@H](C[C@H](C4)C2)C3)[C@]23C[C@H]4C[C@H](C[C@H](C4)C2)C3)c1-c1c(C(C)C)cc(C(C)C)cc1C(C)C.CN1CCCN2CCCN=C12.Cc1cc(-n2cccc2)no1. No catalyst specified. The product is Cc1ccc(Nc2cccnc2)cc1. The yield is 0.746. (4) The reactants are CCc1ccc(Cl)cc1.Cc1ccc(N)cc1.O=S(=O)(O[Pd]1c2ccccc2-c2ccccc2N~1)C(F)(F)F.COc1ccc(OC)c(P([C@]23C[C@H]4C[C@H](C[C@H](C4)C2)C3)[C@]23C[C@H]4C[C@H](C[C@H](C4)C2)C3)c1-c1c(C(C)C)cc(C(C)C)cc1C(C)C.CN1CCCN2CCCN=C12.CCOC(=O)c1ccon1. No catalyst specified. The yield is 0.0123. The product is CCc1ccc(Nc2ccc(C)cc2)cc1.